From a dataset of Full USPTO retrosynthesis dataset with 1.9M reactions from patents (1976-2016). Predict the reactants needed to synthesize the given product. (1) Given the product [Br:1][C:2]1[CH:13]=[CH:12][C:11]([CH3:14])=[CH:10][C:3]=1[CH:4]=[O:5], predict the reactants needed to synthesize it. The reactants are: [Br:1][C:2]1[CH:13]=[CH:12][C:11]([CH3:14])=[CH:10][C:3]=1[C:4](N(OC)C)=[O:5].CC(C[AlH]CC(C)C)C. (2) Given the product [CH:39]([O:38][C:25]1[CH:26]=[C:27]([CH:31]2[CH2:32][CH2:33][N:34]([CH3:37])[CH2:35][CH2:36]2)[C:28]([CH3:30])=[CH:29][C:24]=1[NH:23][C:4]1[N:3]=[C:2]2[NH:42][N:43]=[C:8]([NH2:9])[C:7]2=[C:6]([NH:10][C:11]2[CH:16]=[CH:15][CH:14]=[CH:13][C:12]=2[S:17]([CH:20]([CH3:22])[CH3:21])(=[O:19])=[O:18])[N:5]=1)([CH3:41])[CH3:40], predict the reactants needed to synthesize it. The reactants are: Cl[C:2]1[C:7]([C:8]#[N:9])=[C:6]([NH:10][C:11]2[CH:16]=[CH:15][CH:14]=[CH:13][C:12]=2[S:17]([CH:20]([CH3:22])[CH3:21])(=[O:19])=[O:18])[N:5]=[C:4]([NH:23][C:24]2[CH:29]=[C:28]([CH3:30])[C:27]([CH:31]3[CH2:36][CH2:35][N:34]([CH3:37])[CH2:33][CH2:32]3)=[CH:26][C:25]=2[O:38][CH:39]([CH3:41])[CH3:40])[N:3]=1.[NH2:42][NH2:43]. (3) Given the product [CH3:38][C:34]1([CH3:37])[O:33][C:32]2[CH:39]=[CH:40][C:29]([C@H:27]3[O:26][C:25](=[O:41])[N:24]([CH2:23][CH2:22][CH2:21][CH2:20][CH2:19][CH2:18][O:17][CH2:16][CH2:15][CH2:14][CH2:13][C:8]4[CH:7]=[C:6]([NH:5][C:2]([NH2:3])=[O:1])[CH:11]=[C:10]([CH3:12])[CH:9]=4)[CH2:28]3)=[CH:30][C:31]=2[CH2:36][O:35]1, predict the reactants needed to synthesize it. The reactants are: [O-:1][C:2]#[N:3].[K+].[NH2:5][C:6]1[CH:7]=[C:8]([CH2:13][CH2:14][CH2:15][CH2:16][O:17][CH2:18][CH2:19][CH2:20][CH2:21][CH2:22][CH2:23][N:24]2[CH2:28][C@@H:27]([C:29]3[CH:40]=[CH:39][C:32]4[O:33][C:34]([CH3:38])([CH3:37])[O:35][CH2:36][C:31]=4[CH:30]=3)[O:26][C:25]2=[O:41])[CH:9]=[C:10]([CH3:12])[CH:11]=1. (4) Given the product [CH:1]([C:3]1[CH:11]=[CH:10][C:6]([C:7]([O:9][CH2:13][CH2:14][CH2:15][CH2:16][CH2:17][CH3:18])=[O:8])=[CH:5][CH:4]=1)=[O:2], predict the reactants needed to synthesize it. The reactants are: [CH:1]([C:3]1[CH:11]=[CH:10][C:6]([C:7]([OH:9])=[O:8])=[CH:5][CH:4]=1)=[O:2].Br[CH2:13][CH2:14][CH2:15][CH2:16][CH2:17][CH3:18].C(=O)([O-])[O-].[K+].[K+].